This data is from Reaction yield outcomes from USPTO patents with 853,638 reactions. The task is: Predict the reaction yield, written as a fraction of the theoretical maximum amount of product (1.0 means a 100% yield; for example, 0.34 means a 34% yield). (1) The reactants are C([O:8][C:9]1[CH:14]=[CH:13][C:12]([O:15][CH2:16][CH3:17])=[CH:11][C:10]=1[F:18])C1C=CC=CC=1. The catalyst is C(OCC)(=O)C.[Pd]. The product is [CH2:16]([O:15][C:12]1[CH:13]=[CH:14][C:9]([OH:8])=[C:10]([F:18])[CH:11]=1)[CH3:17]. The yield is 0.940. (2) The reactants are C1([CH:7]([NH:19][C:20]2[N:25]=[CH:24][C:23]([C:26]([OH:28])=O)=[CH:22][CH:21]=2)[C:8]2[O:9][C:10]3[CH:17]=[CH:16][C:15]([F:18])=[CH:14][C:11]=3[C:12]=2[CH3:13])CCCCC1.[CH3:29][NH:30][CH2:31][CH2:32][C:33]([O:35][CH2:36][CH3:37])=[O:34].O.ON1[C:44]2[CH:45]=[CH:46][CH:47]=[CH:48][C:43]=2N=N1.Cl.C(N=C=NCCCN(C)C)C.[Cl-].[NH4+]. The catalyst is CN(C)C=O.C(N(CC)CC)C. The product is [CH:43]1([CH:7]([NH:19][C:20]2[N:25]=[CH:24][C:23]([C:26]([N:30]([CH3:29])[CH2:31][CH2:32][C:33]([O:35][CH2:36][CH3:37])=[O:34])=[O:28])=[CH:22][CH:21]=2)[C:8]2[O:9][C:10]3[CH:17]=[CH:16][C:15]([F:18])=[CH:14][C:11]=3[C:12]=2[CH3:13])[CH2:48][CH2:47][CH2:46][CH2:45][CH2:44]1. The yield is 0.620. (3) The catalyst is CCOCC. The yield is 0.950. The reactants are CO[CH:3](OC)[CH2:4][N:5]([CH3:38])[C:6]([C:8]1[N:9]([CH2:35][CH:36]=[CH2:37])[CH:10]=[C:11]([C:13]([C:19]2[CH:20]=[C:21]3[C:25](=[CH:26][CH:27]=2)[N:24]([C:28]2[CH:33]=[CH:32][C:31]([F:34])=[CH:30][CH:29]=2)[N:23]=[CH:22]3)([OH:18])[C:14]([F:17])([F:16])[F:15])[CH:12]=1)=[O:7].OS(O)(=O)=O. The product is [CH2:35]([N:9]1[C:8]2[C:6](=[O:7])[N:5]([CH3:38])[CH:4]=[CH:3][C:12]=2[C:11]([C:13]([C:19]2[CH:20]=[C:21]3[C:25](=[CH:26][CH:27]=2)[N:24]([C:28]2[CH:33]=[CH:32][C:31]([F:34])=[CH:30][CH:29]=2)[N:23]=[CH:22]3)([OH:18])[C:14]([F:15])([F:16])[F:17])=[CH:10]1)[CH:36]=[CH2:37]. (4) The reactants are [CH:1]([N:14]1[C:22]2[C:17](=[CH:18][C:19]([Cl:23])=[CH:20][CH:21]=2)[C:16]([CH2:24][CH2:25][O:26][C:27]2[CH:35]=[CH:34][C:30]([C:31]([OH:33])=[O:32])=[CH:29][CH:28]=2)=[C:15]1[CH2:36][CH2:37][NH:38][S:39]([C:42]1[CH:47]=[CH:46][CH:45]=[CH:44][C:43]=1[O:48]CC(C)=CC=C)(=[O:41])=[O:40])([C:8]1[CH:13]=[CH:12][CH:11]=[CH:10][CH:9]=1)[C:2]1[CH:7]=[CH:6][CH:5]=[CH:4][CH:3]=1. The catalyst is CO.CCO.[Pd]. The product is [CH:1]([N:14]1[C:22]2[C:17](=[CH:18][C:19]([Cl:23])=[CH:20][CH:21]=2)[C:16]([CH2:24][CH2:25][O:26][C:27]2[CH:35]=[CH:34][C:30]([C:31]([OH:33])=[O:32])=[CH:29][CH:28]=2)=[C:15]1[CH2:36][CH2:37][NH:38][S:39]([C:42]1[CH:47]=[CH:46][CH:45]=[CH:44][C:43]=1[OH:48])(=[O:40])=[O:41])([C:2]1[CH:7]=[CH:6][CH:5]=[CH:4][CH:3]=1)[C:8]1[CH:9]=[CH:10][CH:11]=[CH:12][CH:13]=1. The yield is 0.950. (5) The yield is 0.960. The catalyst is C1COCC1.CO.O. The product is [I:1][C:2]1[C:6]([C:7]([OH:9])=[O:8])=[CH:5][N:4]([CH:12]2[CH2:17][CH2:16][CH2:15][CH2:14][O:13]2)[N:3]=1. The reactants are [I:1][C:2]1[C:6]([C:7]([O:9]CC)=[O:8])=[CH:5][N:4]([CH:12]2[CH2:17][CH2:16][CH2:15][CH2:14][O:13]2)[N:3]=1.[Li+].[OH-]. (6) The reactants are [CH2:1]([C:3]1[N:7]2[CH2:8][CH2:9][NH:10][CH2:11][C:6]2=[N:5][N:4]=1)[CH3:2].[Cl:12][C:13]1[CH:14]=[C:15]([NH:20][C:21]2[C:30]3[C:25](=[CH:26][C:27]([O:36][CH3:37])=[C:28]([O:31][CH2:32][CH2:33][CH2:34]Cl)[CH:29]=3)[N:24]=[CH:23][N:22]=2)[CH:16]=[CH:17][C:18]=1[F:19].C(Cl)Cl. The catalyst is CN(C=O)C. The product is [Cl:12][C:13]1[CH:14]=[C:15]([NH:20][C:21]2[C:30]3[C:25](=[CH:26][C:27]([O:36][CH3:37])=[C:28]([O:31][CH2:32][CH2:33][CH2:34][N:10]4[CH2:9][CH2:8][N:7]5[C:3]([CH2:1][CH3:2])=[N:4][N:5]=[C:6]5[CH2:11]4)[CH:29]=3)[N:24]=[CH:23][N:22]=2)[CH:16]=[CH:17][C:18]=1[F:19]. The yield is 0.156. (7) The reactants are [NH2:1][C:2]1[CH:7]=[CH:6][C:5]([C:8]2[CH:13]=[CH:12][CH:11]=[C:10]([CH2:14][N:15]([CH2:28][C:29]3[CH:34]=[CH:33][C:32]([F:35])=[CH:31][CH:30]=3)[S:16]([C:19]3[CH:24]=[C:23]([Cl:25])[CH:22]=[C:21]([Cl:26])[C:20]=3[OH:27])(=[O:18])=[O:17])[CH:9]=2)=[CH:4][CH:3]=1.N(OC(C)(C)C)=O.[N:43]([Si](C)(C)C)=[N+:44]=[N-]. The catalyst is C(#N)C.C1COCC1. The product is [N:1]([C:2]1[CH:3]=[CH:4][C:5]([C:8]2[CH:13]=[CH:12][CH:11]=[C:10]([CH2:14][N:15]([CH2:28][C:29]3[CH:30]=[CH:31][C:32]([F:35])=[CH:33][CH:34]=3)[S:16]([C:19]3[CH:24]=[C:23]([Cl:25])[CH:22]=[C:21]([Cl:26])[C:20]=3[OH:27])(=[O:18])=[O:17])[CH:9]=2)=[CH:6][CH:7]=1)=[N+:43]=[N-:44]. The yield is 0.500.